Task: Predict which catalyst facilitates the given reaction.. Dataset: Catalyst prediction with 721,799 reactions and 888 catalyst types from USPTO (1) Reactant: [C:1]([C:5]1[CH:10]=[CH:9][C:8]([N:11]2[C@@H:15]([C:16]3[C:44]([F:45])=[CH:43][C:19]4[N:20](COCC[Si](C)(C)C)[C:21]([C@@H:23]5[CH2:27][CH2:26][CH2:25][N:24]5C(OC(C)(C)C)=O)=[N:22][C:18]=4[CH:17]=3)[CH2:14][CH2:13][C@@H:12]2[C:46]2[C:74]([F:75])=[CH:73][C:49]3[N:50](COCC[Si](C)(C)C)[C:51]([C@H:53]4[CH2:57][CH2:56][CH2:55][N:54]4C(OC(C)(C)C)=O)=[N:52][C:48]=3[CH:47]=2)=[CH:7][CH:6]=1)([CH3:4])([CH3:3])[CH3:2].Cl.O1CCOCC1. Product: [C:1]([C:5]1[CH:6]=[CH:7][C:8]([N:11]2[C@@H:15]([C:16]3[C:44]([F:45])=[CH:43][C:19]4[N:20]=[C:21]([C@@H:23]5[CH2:27][CH2:26][CH2:25][NH:24]5)[NH:22][C:18]=4[CH:17]=3)[CH2:14][CH2:13][C@@H:12]2[C:46]2[C:74]([F:75])=[CH:73][C:49]3[N:50]=[C:51]([C@@H:53]4[CH2:57][CH2:56][CH2:55][NH:54]4)[NH:52][C:48]=3[CH:47]=2)=[CH:9][CH:10]=1)([CH3:4])([CH3:2])[CH3:3]. The catalyst class is: 12. (2) Reactant: CO[CH:3](OC)[CH2:4][C:5]1[N:13]=[CH:12][CH:11]=[CH:10][C:6]=1[C:7]([NH2:9])=[O:8].[NH+]1C=CC=CC=1.C1(C)C=CC(S([O-])(=O)=O)=CC=1. Product: [N:13]1[C:5]2[CH:4]=[CH:3][N:9]=[C:7]([OH:8])[C:6]=2[CH:10]=[CH:11][CH:12]=1. The catalyst class is: 48. (3) Reactant: [Cl:1][C:2]1[C:7]([CH2:8][NH:9][C:10](=[O:15])[C:11]([CH3:14])([CH3:13])[CH3:12])=[CH:6][CH:5]=[C:4]([Cl:16])[C:3]=1[NH:17][C:18]1[NH:22][C:21]2[C:23]([F:36])=[C:24]([O:30][CH2:31][C:32]([F:35])([F:34])[F:33])[C:25]([C:27](O)=[O:28])=[CH:26][C:20]=2[N:19]=1.CN(C(ON1N=NC2C=CC=CC1=2)=[N+](C)C)C.[B-](F)(F)(F)F.CCN(C(C)C)C(C)C.[F:68][C:69]([F:78])([F:77])[C@H:70]1[CH2:75][CH2:74][C@H:73]([NH2:76])[CH2:72][CH2:71]1. Product: [F:68][C:69]([F:77])([F:78])[C@H:70]1[CH2:71][CH2:72][C@H:73]([NH:76][C:27]([C:25]2[C:24]([O:30][CH2:31][C:32]([F:35])([F:34])[F:33])=[C:23]([F:36])[C:21]3[NH:22][C:18]([NH:17][C:3]4[C:4]([Cl:16])=[CH:5][CH:6]=[C:7]([CH2:8][NH:9][C:10](=[O:15])[C:11]([CH3:13])([CH3:14])[CH3:12])[C:2]=4[Cl:1])=[N:19][C:20]=3[CH:26]=2)=[O:28])[CH2:74][CH2:75]1. The catalyst class is: 3. (4) Reactant: [Cl:1][C:2]1[CH:7]=[CH:6][C:5]([CH2:8][C:9]#[N:10])=[C:4]([F:11])[CH:3]=1.[Br:12][C:13]1[CH:14]=[C:15]([CH:18]=O)[S:16][CH:17]=1.C[O-].[Na+]. Product: [Br:12][C:13]1[CH:14]=[C:15](/[CH:18]=[C:8](/[C:5]2[CH:6]=[CH:7][C:2]([Cl:1])=[CH:3][C:4]=2[F:11])\[C:9]#[N:10])[S:16][CH:17]=1. The catalyst class is: 5. (5) Reactant: O[CH2:2][CH:3]([NH:8][C:9]([C:11]1[C:12](=[O:28])[NH:13][C:14]2[C:19]([C:20]=1[C:21]1[CH:26]=[CH:25][CH:24]=[CH:23][CH:22]=1)=[CH:18][C:17]([Cl:27])=[CH:16][CH:15]=2)=[O:10])[CH2:4][CH:5]([CH3:7])[CH3:6].S(Cl)(Cl)=O. Product: [Cl:27][C:17]1[CH:18]=[C:19]2[C:14](=[CH:15][CH:16]=1)[NH:13][C:12](=[O:28])[C:11]([C:9]1[O:10][CH2:2][CH:3]([CH2:4][CH:5]([CH3:7])[CH3:6])[N:8]=1)=[C:20]2[C:21]1[CH:26]=[CH:25][CH:24]=[CH:23][CH:22]=1. The catalyst class is: 2.